From a dataset of Peptide-MHC class I binding affinity with 185,985 pairs from IEDB/IMGT. Regression. Given a peptide amino acid sequence and an MHC pseudo amino acid sequence, predict their binding affinity value. This is MHC class I binding data. (1) The peptide sequence is RYGPALSI. The MHC is HLA-A24:02 with pseudo-sequence HLA-A24:02. The binding affinity (normalized) is 1.00. (2) The peptide sequence is YGLKGPDIYK. The MHC is H-2-Db with pseudo-sequence H-2-Db. The binding affinity (normalized) is 0. (3) The peptide sequence is DLTGDLEAL. The MHC is HLA-A68:02 with pseudo-sequence HLA-A68:02. The binding affinity (normalized) is 0.0923. (4) The MHC is HLA-A29:02 with pseudo-sequence HLA-A29:02. The binding affinity (normalized) is 0.0847. The peptide sequence is YGPDVEVNV. (5) The peptide sequence is RPKPDYSAM. The MHC is HLA-A02:01 with pseudo-sequence HLA-A02:01. The binding affinity (normalized) is 0.0847. (6) The peptide sequence is QLTPHTKAV. The MHC is HLA-A68:01 with pseudo-sequence HLA-A68:01. The binding affinity (normalized) is 0. (7) The peptide sequence is DILASIIDY. The MHC is HLA-B27:05 with pseudo-sequence HLA-B27:05. The binding affinity (normalized) is 0.0847. (8) The peptide sequence is REVSVPAEIL. The MHC is Patr-B2401 with pseudo-sequence Patr-B2401. The binding affinity (normalized) is 0.175. (9) The peptide sequence is MPNMLRIMA. The MHC is HLA-B35:01 with pseudo-sequence HLA-B35:01. The binding affinity (normalized) is 0.773. (10) The peptide sequence is STLPETTVVR. The MHC is HLA-A68:01 with pseudo-sequence HLA-A68:01. The binding affinity (normalized) is 0.467.